Dataset: Forward reaction prediction with 1.9M reactions from USPTO patents (1976-2016). Task: Predict the product of the given reaction. (1) The product is: [CH2:30]([N:3]([CH2:1][CH3:2])[C:4]([CH:6]1[C:18]2[C:17]3[C:12](=[CH:13][CH:14]=[C:15]([F:19])[CH:16]=3)[N:11]([CH2:20][CH2:21][OH:22])[C:10]=2[CH2:9][CH2:8][CH2:7]1)=[O:5])[CH3:31]. Given the reactants [CH2:1]([N:3]([CH2:30][CH3:31])[C:4]([CH:6]1[C:18]2[C:17]3[C:12](=[CH:13][CH:14]=[C:15]([F:19])[CH:16]=3)[N:11]([CH2:20][CH2:21][O:22]CC3C=CC=CC=3)[C:10]=2[CH2:9][CH2:8][CH2:7]1)=[O:5])[CH3:2], predict the reaction product. (2) Given the reactants [Cl:1][C:2]1[CH:3]=[N:4][C:5]2[N:6]([N:8]=[C:9]([C:11]([OH:13])=O)[CH:10]=2)[CH:7]=1.[CH3:14][O:15][C:16]1[C:21]([C:22]2[CH:31]=[C:30]3[C:25]([CH2:26][CH2:27][NH:28][CH:29]3[CH3:32])=[CH:24][CH:23]=2)=[CH:20][CH:19]=[CH:18][N:17]=1, predict the reaction product. The product is: [Cl:1][C:2]1[CH:3]=[N:4][C:5]2[N:6]([N:8]=[C:9]([C:11]([N:28]3[CH2:27][CH2:26][C:25]4[C:30](=[CH:31][C:22]([C:21]5[C:16]([O:15][CH3:14])=[N:17][CH:18]=[CH:19][CH:20]=5)=[CH:23][CH:24]=4)[CH:29]3[CH3:32])=[O:13])[CH:10]=2)[CH:7]=1. (3) The product is: [OH:1][C:2]1[CH:3]=[CH:4][C:5]2[C:9]([O:10][C:11]3[CH:12]=[CH:13][C:14](/[CH:17]=[CH:18]/[C:19]([O:21][C:32]([CH3:35])([CH3:34])[CH3:33])=[O:20])=[CH:15][CH:16]=3)=[C:8]([C:22]3[CH:27]=[CH:26][CH:25]=[CH:24][C:23]=3[CH:28]([CH3:29])[CH3:30])[S:7][C:6]=2[CH:31]=1. Given the reactants [OH:1][C:2]1[CH:3]=[CH:4][C:5]2[C:9]([O:10][C:11]3[CH:16]=[CH:15][C:14](/[CH:17]=[CH:18]/[C:19]([OH:21])=[O:20])=[CH:13][CH:12]=3)=[C:8]([C:22]3[CH:27]=[CH:26][CH:25]=[CH:24][C:23]=3[CH:28]([CH3:30])[CH3:29])[S:7][C:6]=2[CH:31]=1.[C:32](OC(O[C:32]([CH3:35])([CH3:34])[CH3:33])N(C)C)([CH3:35])([CH3:34])[CH3:33], predict the reaction product. (4) Given the reactants [F:1][C:2]1[C:7]([F:8])=[CH:6][CH:5]=[CH:4][C:3]=1[OH:9].CI.C(=O)([O-])[O-].[K+].[K+].[CH3:18][C:19](C)=O, predict the reaction product. The product is: [CH2:18]([O:9][C:3]1[CH:4]=[CH:5][CH:6]=[C:7]([F:8])[C:2]=1[F:1])[CH3:19]. (5) Given the reactants [NH2:1][CH2:2][CH2:3][O:4][CH2:5][CH2:6][O:7][C:8]1[CH:13]=[CH:12][C:11]([NH:14][C:15]2[N:20]=[C:19]([C:21]3[CH:22]=[CH:23][C:24]([O:29][CH:30]4[CH2:35][CH2:34][O:33][CH2:32][CH2:31]4)=[C:25]([CH:28]=3)[C:26]#[N:27])[CH:18]=[CH:17][N:16]=2)=[CH:10][C:9]=1[O:36][CH3:37].CCN(CC)CC.[N:45]1([S:51](Cl)(=[O:53])=[O:52])[CH2:50][CH2:49][O:48][CH2:47][CH2:46]1, predict the reaction product. The product is: [C:26]([C:25]1[CH:28]=[C:21]([C:19]2[CH:18]=[CH:17][N:16]=[C:15]([NH:14][C:11]3[CH:12]=[CH:13][C:8]([O:7][CH2:6][CH2:5][O:4][CH2:3][CH2:2][NH:1][S:51]([N:45]4[CH2:50][CH2:49][O:48][CH2:47][CH2:46]4)(=[O:53])=[O:52])=[C:9]([O:36][CH3:37])[CH:10]=3)[N:20]=2)[CH:22]=[CH:23][C:24]=1[O:29][CH:30]1[CH2:31][CH2:32][O:33][CH2:34][CH2:35]1)#[N:27]. (6) Given the reactants C([O:8][N:9]1[C:18]2[C:13](=[CH:14][CH:15]=[CH:16][N:17]=2)[C:12]2[CH:19]=[CH:20][CH:21]=[CH:22][C:11]=2[C:10]1=[O:23])C1C=CC=CC=1, predict the reaction product. The product is: [OH:8][N:9]1[C:18]2[C:13](=[CH:14][CH:15]=[CH:16][N:17]=2)[C:12]2[CH:19]=[CH:20][CH:21]=[CH:22][C:11]=2[C:10]1=[O:23]. (7) The product is: [NH2:10][CH:11]1[CH2:12][N:13]([C:17]2[CH:18]=[CH:19][C:20]3[O:21][CH2:22][C:23](=[O:27])[NH:24][C:25]=3[N:26]=2)[C:14](=[O:16])[CH2:15]1. Given the reactants C(OC(=O)[NH:10][CH:11]1[CH2:15][C:14](=[O:16])[N:13]([C:17]2[CH:18]=[CH:19][C:20]3[O:21][CH2:22][C:23](=[O:27])[NH:24][C:25]=3[N:26]=2)[CH2:12]1)C1C=CC=CC=1, predict the reaction product. (8) Given the reactants Cl.[NH2:2][NH2:3].CCN(C(C)C)C(C)C.C(O/[CH:16]=[C:17](/[C:23](=O)[C:24]([F:27])([F:26])[F:25])\[C:18]([O:20][CH2:21][CH3:22])=[O:19])C, predict the reaction product. The product is: [CH2:21]([O:20][C:18]([C:17]1[C:23]([C:24]([F:27])([F:26])[F:25])=[N:2][NH:3][CH:16]=1)=[O:19])[CH3:22]. (9) Given the reactants [C:1]([C:3]([C:6]1[CH:7]=[C:8]([C:12]([NH:14][C:15]2[CH:16]=[C:17]([N:21]([CH3:34])[C:22]3[N:27]=[C:26]([S:28][C:29]#[N:30])[C:25]([N+:31]([O-])=O)=[CH:24][N:23]=3)[CH:18]=[CH:19][CH:20]=2)=[O:13])[CH:9]=[CH:10][CH:11]=1)([CH3:5])[CH3:4])#[N:2].CN1CCCC1=O.Cl.[OH-].[Na+], predict the reaction product. The product is: [NH2:30][C:29]1[S:28][C:26]2[N:27]=[C:22]([N:21]([CH3:34])[C:17]3[CH:16]=[C:15]([NH:14][C:12](=[O:13])[C:8]4[CH:9]=[CH:10][CH:11]=[C:6]([C:3]([C:1]#[N:2])([CH3:5])[CH3:4])[CH:7]=4)[CH:20]=[CH:19][CH:18]=3)[N:23]=[CH:24][C:25]=2[N:31]=1.